From a dataset of Reaction yield outcomes from USPTO patents with 853,638 reactions. Predict the reaction yield, written as a fraction of the theoretical maximum amount of product (1.0 means a 100% yield; for example, 0.34 means a 34% yield). (1) The reactants are [CH3:1][N:2]1[C:11]2[C:6](=[CH:7][C:8]([C:12]3[CH:13]=[C:14]([CH2:18][C:19]([OH:21])=O)[CH:15]=[N:16][CH:17]=3)=[CH:9][CH:10]=2)[CH2:5][CH2:4][C:3]1=[O:22].[NH2:23][C:24]1[CH:29]=[CH:28][CH:27]=[C:26]([CH3:30])[N:25]=1.CN(C(ON1N=NC2C=CC=CC1=2)=[N+](C)C)C.[B-](F)(F)(F)F.CCN(C(C)C)C(C)C.C([O-])(O)=O.[Na+]. The catalyst is CN(C=O)C.CCOC(C)=O. The product is [CH3:1][N:2]1[C:11]2[C:6](=[CH:7][C:8]([C:12]3[CH:13]=[C:14]([CH2:18][C:19]([NH:23][C:24]4[CH:29]=[CH:28][CH:27]=[C:26]([CH3:30])[N:25]=4)=[O:21])[CH:15]=[N:16][CH:17]=3)=[CH:9][CH:10]=2)[CH2:5][CH2:4][C:3]1=[O:22]. The yield is 0.320. (2) The reactants are [F:1][C:2]1[CH:3]=[C:4]([NH:13][S:14]([C:17]2[CH:25]=[CH:24][C:20]([C:21](O)=[O:22])=[CH:19][CH:18]=2)(=[O:16])=[O:15])[CH:5]=[C:6]([F:12])[C:7]=1[C:8]([O:10]C)=[O:9].[CH:26]1([NH2:29])[CH2:28][CH2:27]1.[OH-].[Na+].Cl. The catalyst is S(Cl)(Cl)=O.CO. The product is [CH:26]1([NH:29][C:21]([C:20]2[CH:24]=[CH:25][C:17]([S:14]([NH:13][C:4]3[CH:5]=[C:6]([F:12])[C:7]([C:8]([OH:10])=[O:9])=[C:2]([F:1])[CH:3]=3)(=[O:15])=[O:16])=[CH:18][CH:19]=2)=[O:22])[CH2:28][CH2:27]1. The yield is 0.510. (3) The reactants are [CH3:1][O:2][C:3](=[O:25])[CH2:4][C:5]1(O)[C:14]2[C:9](=[CH:10][C:11]([S:15]([C:18]3[CH:23]=[CH:22][CH:21]=[CH:20][CH:19]=3)(=[O:17])=[O:16])=[CH:12][CH:13]=2)[CH2:8][CH2:7][CH2:6]1.C1(C)C=CC(S(O)(=O)=O)=CC=1.CCOC(C)=O. The catalyst is C1C=CC=CC=1. The product is [CH3:1][O:2][C:3](=[O:25])[CH:4]=[C:5]1[C:14]2[C:9](=[CH:10][C:11]([S:15]([C:18]3[CH:19]=[CH:20][CH:21]=[CH:22][CH:23]=3)(=[O:16])=[O:17])=[CH:12][CH:13]=2)[CH2:8][CH2:7][CH2:6]1. The yield is 0.812. (4) The reactants are [F:1][C:2]([F:19])([F:18])[CH:3]([C:5]1[CH:10]=[CH:9][C:8]([C:11]2[CH:16]=[CH:15][CH:14]=[C:13]([F:17])[CH:12]=2)=[CH:7][CH:6]=1)[OH:4].[H-].[Na+].[NH2:22][C:23]1[N:28]=[C:27](Cl)[CH:26]=[C:25]([Cl:30])[N:24]=1.C(O)(C(F)(F)F)=O. The catalyst is C1COCC1. The product is [Cl:30][C:25]1[CH:26]=[C:27]([O:4][CH:3]([C:5]2[CH:10]=[CH:9][C:8]([C:11]3[CH:16]=[CH:15][CH:14]=[C:13]([F:17])[CH:12]=3)=[CH:7][CH:6]=2)[C:2]([F:1])([F:18])[F:19])[N:28]=[C:23]([NH2:22])[N:24]=1. The yield is 0.730. (5) The reactants are [NH:1]([C:11]([O:13][CH2:14][CH:15]1[C:27]2[C:22](=[CH:23][CH:24]=[CH:25][CH:26]=2)[C:21]2[C:16]1=[CH:17][CH:18]=[CH:19][CH:20]=2)=[O:12])[C@H:2]([C:8]([OH:10])=[O:9])[CH2:3][CH2:4][CH2:5][CH2:6][NH2:7].Cl.[CH3:29][N:30]1[CH:34]=[CH:33][N:32]=[C:31]1[CH:35]=O.[BH-](O[C:47]([CH3:49])=O)(OC(C)=O)OC(C)=O.[Na+].O. The catalyst is ClCCCl. The product is [CH:17]1[C:16]2[CH:15]([CH2:14][O:13][C:11]([NH:1][C@@H:2]([CH2:3][CH2:4][CH2:5][CH2:6][N:7]([CH2:35][C:31]3[N:30]([CH3:29])[CH:47]=[CH:49][N:32]=3)[CH2:35][C:31]3[N:30]([CH3:29])[CH:34]=[CH:33][N:32]=3)[C:8]([OH:10])=[O:9])=[O:12])[C:27]3[C:22](=[CH:23][CH:24]=[CH:25][CH:26]=3)[C:21]=2[CH:20]=[CH:19][CH:18]=1. The yield is 0.920. (6) The reactants are [CH:1]1[C:10]2[C:5](=[CH:6][CH:7]=[CH:8][CH:9]=2)[CH:4]=[CH:3][C:2]=1[O:11][CH2:12][CH2:13][O:14][C:15]1[CH:30]=[CH:29][C:18]([CH2:19][CH:20]([C:25]([O:27]C)=[O:26])[C:21]([O:23][CH3:24])=[O:22])=[CH:17][CH:16]=1.[OH-].[Na+]. The yield is 0.830. The catalyst is CO.O1CCCC1. The product is [CH3:24][O:23][C:21]([CH:20]([CH2:19][C:18]1[CH:17]=[CH:16][C:15]([O:14][CH2:13][CH2:12][O:11][C:2]2[CH:3]=[CH:4][C:5]3[C:10](=[CH:9][CH:8]=[CH:7][CH:6]=3)[CH:1]=2)=[CH:30][CH:29]=1)[C:25]([OH:27])=[O:26])=[O:22]. (7) The reactants are [BH4-].[Na+].C[O:4][C:5]([C:7]1[CH:12]=[C:11]([Br:13])[CH:10]=[CH:9][N:8]=1)=O. The catalyst is C(O)C. The product is [Br:13][C:11]1[CH:10]=[CH:9][N:8]=[C:7]([CH2:5][OH:4])[CH:12]=1. The yield is 0.940.